This data is from Catalyst prediction with 721,799 reactions and 888 catalyst types from USPTO. The task is: Predict which catalyst facilitates the given reaction. (1) Reactant: [C:1]([NH:9][C:10]1[N:14]([CH:15]2[CH2:20][CH2:19][CH2:18][N:17](C(OC(C)(C)C)=O)[CH2:16]2)[C:13]2[CH:28]=[CH:29][CH:30]=[CH:31][C:12]=2[N:11]=1)(=[O:8])[C:2]1[CH:7]=[CH:6][CH:5]=[N:4][CH:3]=1.[ClH:32]. Product: [ClH:32].[NH:17]1[CH2:18][CH2:19][CH2:20][CH:15]([N:14]2[C:13]3[CH:28]=[CH:29][CH:30]=[CH:31][C:12]=3[N:11]=[C:10]2[NH:9][C:1](=[O:8])[C:2]2[CH:7]=[CH:6][CH:5]=[N:4][CH:3]=2)[CH2:16]1. The catalyst class is: 12. (2) Reactant: C(OC([N:8]1[CH2:13][CH2:12][N:11]([C:14]2[CH:19]=[CH:18][CH:17]=[C:16]([CH2:20][S:21]([CH:24]=[C:25]3[CH2:28][N:27]([CH:29]([C:37]4[CH:42]=[CH:41][C:40]([Cl:43])=[CH:39][CH:38]=4)[C:30]4[CH:35]=[CH:34][C:33]([Cl:36])=[CH:32][CH:31]=4)[CH2:26]3)(=[O:23])=[O:22])[CH:15]=2)[CH2:10][CH2:9]1)=O)(C)(C)C. Product: [Cl:36][C:33]1[CH:32]=[CH:31][C:30]([CH:29]([C:37]2[CH:38]=[CH:39][C:40]([Cl:43])=[CH:41][CH:42]=2)[N:27]2[CH2:26][C:25](=[CH:24][S:21]([CH2:20][C:16]3[CH:15]=[C:14]([N:11]4[CH2:12][CH2:13][NH:8][CH2:9][CH2:10]4)[CH:19]=[CH:18][CH:17]=3)(=[O:22])=[O:23])[CH2:28]2)=[CH:35][CH:34]=1. The catalyst class is: 106. (3) Reactant: [N+:1]([C:4]1[N:9]=[CH:8][C:7]([N:10]2[CH2:15][CH2:14][NH:13][CH2:12][CH2:11]2)=[CH:6][CH:5]=1)([O-:3])=[O:2].C(N(CC)CC)C.[C:23](O[C:23]([O:25][C:26]([CH3:29])([CH3:28])[CH3:27])=[O:24])([O:25][C:26]([CH3:29])([CH3:28])[CH3:27])=[O:24]. Product: [C:26]([O:25][C:23]([N:13]1[CH2:12][CH2:11][N:10]([C:7]2[CH:8]=[N:9][C:4]([N+:1]([O-:3])=[O:2])=[CH:5][CH:6]=2)[CH2:15][CH2:14]1)=[O:24])([CH3:29])([CH3:28])[CH3:27]. The catalyst class is: 527.